Dataset: Peptide-MHC class I binding affinity with 185,985 pairs from IEDB/IMGT. Task: Regression. Given a peptide amino acid sequence and an MHC pseudo amino acid sequence, predict their binding affinity value. This is MHC class I binding data. The peptide sequence is KAALSEGVY. The MHC is HLA-A30:02 with pseudo-sequence HLA-A30:02. The binding affinity (normalized) is 0.749.